Dataset: Forward reaction prediction with 1.9M reactions from USPTO patents (1976-2016). Task: Predict the product of the given reaction. (1) Given the reactants N12CCCN=C1CCCCC2.[Cl:12][C:13]1[CH:18]=[C:17]([O:19][CH3:20])[CH:16]=[CH:15][C:14]=1/[C:21](/[CH:51]1[CH2:54][CH2:53][CH2:52]1)=[C:22](\[C:39]1[CH:44]=[CH:43][C:42](/[CH:45]=[CH:46]/[C:47](=[N:49]/[OH:50])/[NH2:48])=[CH:41][CH:40]=1)/[C:23]1[CH:24]=[C:25]2[C:29](=[CH:30][CH:31]=1)[N:28]([CH:32]1[CH2:37][CH2:36][CH2:35][CH2:34][O:33]1)[N:27]=[C:26]2[F:38].[C:55](N1C=CN=C1)(N1C=CN=C1)=[O:56], predict the reaction product. The product is: [Cl:12][C:13]1[CH:18]=[C:17]([O:19][CH3:20])[CH:16]=[CH:15][C:14]=1/[C:21](/[CH:51]1[CH2:54][CH2:53][CH2:52]1)=[C:22](\[C:39]1[CH:40]=[CH:41][C:42](/[CH:45]=[CH:46]/[C:47]2[NH:48][C:55](=[O:56])[O:50][N:49]=2)=[CH:43][CH:44]=1)/[C:23]1[CH:24]=[C:25]2[C:29](=[CH:30][CH:31]=1)[N:28]([CH:32]1[CH2:37][CH2:36][CH2:35][CH2:34][O:33]1)[N:27]=[C:26]2[F:38]. (2) Given the reactants [CH3:1][O:2][C:3]1[CH:15]=[CH:14][C:6]([CH2:7][N:8]2[CH2:13][CH2:12][NH:11][CH2:10][CH2:9]2)=[CH:5][CH:4]=1.C(N(CC)CC)C.[OH:23][C:24]12[C:35]3[C:30](=[C:31](F)[CH:32]=[CH:33][CH:34]=3)[C:29](=[O:37])[C:28]1([OH:38])[C:27]1[CH:39]=[CH:40][C:41]([CH:43]([CH3:45])[CH3:44])=[CH:42][C:26]=1[O:25]2, predict the reaction product. The product is: [OH:23][C:24]12[C:35]3[C:30](=[C:31]([N:11]4[CH2:12][CH2:13][N:8]([CH2:7][C:6]5[CH:5]=[CH:4][C:3]([O:2][CH3:1])=[CH:15][CH:14]=5)[CH2:9][CH2:10]4)[CH:32]=[CH:33][CH:34]=3)[C:29](=[O:37])[C:28]1([OH:38])[C:27]1[CH:39]=[CH:40][C:41]([CH:43]([CH3:45])[CH3:44])=[CH:42][C:26]=1[O:25]2. (3) Given the reactants C([O:4][C:5]1[C:6]([I:30])=[C:7]([CH2:25][C:26]([O:28][CH3:29])=[O:27])[C:8]([C:15](=[O:24])[C:16]2[CH:21]=[CH:20][C:19]([O:22][CH3:23])=[CH:18][CH:17]=2)=[C:9]([O:11]CC=C)[CH:10]=1)C=C.[Se](=O)=O.C(O)(=O)C.C(=O)([O-])O.[Na+], predict the reaction product. The product is: [OH:4][C:5]1[C:6]([I:30])=[C:7]([CH2:25][C:26]([O:28][CH3:29])=[O:27])[C:8]([C:15](=[O:24])[C:16]2[CH:17]=[CH:18][C:19]([O:22][CH3:23])=[CH:20][CH:21]=2)=[C:9]([OH:11])[CH:10]=1. (4) Given the reactants [C:1]([O:5][C:6]([C:8]1[CH:13]=[CH:12][C:11]([N:14]2[CH2:19][CH2:18][N:17]([CH3:20])[CH2:16][CH2:15]2)=[CH:10][C:9]=1[NH:21][CH:22]1[CH2:27][CH2:26][N:25]([C:28]([O:30][CH2:31][CH3:32])=[O:29])[CH2:24][CH2:23]1)=[O:7])([CH3:4])([CH3:3])[CH3:2].C(N(CC)CC)C.[F:40][C:41]([F:52])([F:51])[C:42](O[C:42](=[O:43])[C:41]([F:52])([F:51])[F:40])=[O:43], predict the reaction product. The product is: [C:1]([O:5][C:6]([C:8]1[CH:13]=[CH:12][C:11]([N:14]2[CH2:15][CH2:16][N:17]([CH3:20])[CH2:18][CH2:19]2)=[CH:10][C:9]=1[N:21]([C:42](=[O:43])[C:41]([F:52])([F:51])[F:40])[CH:22]1[CH2:23][CH2:24][N:25]([C:28]([O:30][CH2:31][CH3:32])=[O:29])[CH2:26][CH2:27]1)=[O:7])([CH3:3])([CH3:4])[CH3:2].